From a dataset of Forward reaction prediction with 1.9M reactions from USPTO patents (1976-2016). Predict the product of the given reaction. (1) Given the reactants [Cl:1][C:2]1[N:3]=[C:4]([N:15]2[CH2:20][CH2:19][O:18][CH2:17][CH2:16]2)[C:5]2[S:10][C:9](S(C)(=O)=O)=[N:8][C:6]=2[N:7]=1.[CH3:21][N:22]1[CH2:27][CH2:26][CH:25]([NH:28][CH3:29])[CH2:24][CH2:23]1, predict the reaction product. The product is: [Cl:1][C:2]1[N:3]=[C:4]([N:15]2[CH2:20][CH2:19][O:18][CH2:17][CH2:16]2)[C:5]2[S:10][C:9]([N:28]([CH3:29])[CH:25]3[CH2:26][CH2:27][N:22]([CH3:21])[CH2:23][CH2:24]3)=[N:8][C:6]=2[N:7]=1. (2) Given the reactants C([N:8]1[CH2:13][CH2:12][N:11]([C:14]2[CH:19]=[CH:18][C:17]([CH2:20][OH:21])=[CH:16][CH:15]=2)[CH2:10][CH2:9]1)C1C=CC=CC=1, predict the reaction product. The product is: [N:11]1([C:14]2[CH:15]=[CH:16][C:17]([CH2:20][OH:21])=[CH:18][CH:19]=2)[CH2:12][CH2:13][NH:8][CH2:9][CH2:10]1. (3) Given the reactants Cl[C:2]1[CH:13]=[CH:12][C:5]([C:6]([NH:8][CH2:9][CH2:10][OH:11])=[O:7])=[C:4]([NH:14][CH2:15][CH3:16])[N:3]=1.[C:17]([O:21][C:22]([N:24]([C:32]1[CH:37]=[CH:36][C:35]([CH2:38][NH:39][C:40](=[O:58])[NH:41][C:42]2[CH:47]=[CH:46][C:45](B3OC(C)(C)C(C)(C)O3)=[CH:44][C:43]=2[F:57])=[CH:34][N:33]=1)[C:25]([O:27][C:28]([CH3:31])([CH3:30])[CH3:29])=[O:26])=[O:23])([CH3:20])([CH3:19])[CH3:18].C([O-])(O)=O.[Na+].COCCOC, predict the reaction product. The product is: [C:28]([O:27][C:25]([N:24]([C:32]1[CH:37]=[CH:36][C:35]([CH2:38][NH:39][C:40](=[O:58])[NH:41][C:42]2[CH:47]=[CH:46][C:45]([C:2]3[CH:13]=[CH:12][C:5]([C:6](=[O:7])[NH:8][CH2:9][CH2:10][OH:11])=[C:4]([NH:14][CH2:15][CH3:16])[N:3]=3)=[CH:44][C:43]=2[F:57])=[CH:34][N:33]=1)[C:22]([O:21][C:17]([CH3:20])([CH3:19])[CH3:18])=[O:23])=[O:26])([CH3:29])([CH3:30])[CH3:31]. (4) Given the reactants Cl.O1CCOCC1.C(O[C:13](=[O:41])[NH:14][C@H:15]([C:20](=[O:40])[NH:21][CH:22]1[CH2:38][CH2:37][N:26]2[C:27](=[O:36])[C:28]3[CH:29]=[CH:30][CH:31]=[CH:32][C:33]=3[C:34](=[O:35])[N:25]2[CH2:24][CH:23]1[OH:39])[CH2:16][CH:17]([CH3:19])[CH3:18])(C)(C)C.[O:42]1[C:46]2[CH:47]=[CH:48][CH:49]=[CH:50][C:45]=2[CH:44]=[C:43]1C(O)=O.ON1C2C=CC=CC=2N=N1.Cl.CN(C)CCCN=C=NCC.C(N(CC)C(C)C)(C)C, predict the reaction product. The product is: [OH:39][CH:23]1[CH:22]([NH:21][C:20]([C@@H:15]([NH:14][C:13]([C:43]2[O:42][C:46]3[CH:47]=[CH:48][CH:49]=[CH:50][C:45]=3[CH:44]=2)=[O:41])[CH2:16][CH:17]([CH3:19])[CH3:18])=[O:40])[CH2:38][CH2:37][N:26]2[C:27](=[O:36])[C:28]3[CH:29]=[CH:30][CH:31]=[CH:32][C:33]=3[C:34](=[O:35])[N:25]2[CH2:24]1. (5) Given the reactants COC(=O)CC[S:6]([C:9]1[CH:14]=[C:13]([CH:15]([NH:19][C:20]([C:22]2[CH:23]=[N:24][N:25]([C:28]3[CH:33]=[CH:32][C:31]([Cl:34])=[CH:30][CH:29]=3)[C:26]=2[CH3:27])=[O:21])[CH2:16][CH2:17][CH3:18])[CH:12]=[CH:11][N:10]=1)(=[O:8])=[O:7].C[O-].[Na+].[Na].CC1C=CC(S(NCl)(=O)=O)=CC=1.[CH3:52][NH2:53].C(O)C, predict the reaction product. The product is: [CH3:52][NH:53][S:6]([C:9]1[CH:14]=[C:13]([CH:15]([NH:19][C:20]([C:22]2[CH:23]=[N:24][N:25]([C:28]3[CH:33]=[CH:32][C:31]([Cl:34])=[CH:30][CH:29]=3)[C:26]=2[CH3:27])=[O:21])[CH2:16][CH2:17][CH3:18])[CH:12]=[CH:11][N:10]=1)(=[O:7])=[O:8]. (6) Given the reactants [Cl:1][C:2]1[CH:7]=[C:6]([NH:8][C:9]2[C:18]3[C:13](=[CH:14][CH:15]=[CH:16][C:17]=3[O:19][CH2:20][C@H:21]3[CH2:25][CH2:24][CH2:23][N:22]3[C:26](=[O:31])[CH2:27][N:28]([CH3:30])[CH3:29])[N:12]=[CH:11][N:10]=2)[CH:5]=[CH:4][C:3]=1[OH:32].Cl[CH2:34][C:35]1[CH:39]=[C:38]([CH3:40])[O:37][N:36]=1, predict the reaction product. The product is: [Cl:1][C:2]1[CH:7]=[C:6]([NH:8][C:9]2[C:18]3[C:13](=[CH:14][CH:15]=[CH:16][C:17]=3[O:19][CH2:20][C@H:21]3[CH2:25][CH2:24][CH2:23][N:22]3[C:26](=[O:31])[CH2:27][N:28]([CH3:30])[CH3:29])[N:12]=[CH:11][N:10]=2)[CH:5]=[CH:4][C:3]=1[O:32][CH2:34][C:35]1[CH:39]=[C:38]([CH3:40])[O:37][N:36]=1. (7) Given the reactants [CH3:1][O:2][C:3](=[O:9])[C@H:4]([CH:6]([CH3:8])[CH3:7])[NH2:5].[CH2:10]1[CH2:16][S:13](=[O:15])(=[O:14])[O:12][CH2:11]1, predict the reaction product. The product is: [CH3:1][O:2][C:3]([C@@H:4]([NH:5][CH2:11][CH2:10][CH2:16][S:13]([OH:15])(=[O:14])=[O:12])[CH:6]([CH3:8])[CH3:7])=[O:9].